From a dataset of Reaction yield outcomes from USPTO patents with 853,638 reactions. Predict the reaction yield, written as a fraction of the theoretical maximum amount of product (1.0 means a 100% yield; for example, 0.34 means a 34% yield). (1) The reactants are [CH2:1]([C:3]1([CH2:20][CH3:21])[C:11]2[C:6](=[CH:7][CH:8]=[C:9]([NH:12][C:13](=[O:15])[CH3:14])[CH:10]=2)[N:5]([CH:16]([CH3:18])[CH3:17])[C:4]1=[O:19])[CH3:2].[N+:22]([O-:25])([OH:24])=[O:23]. The catalyst is S(=O)(=O)(O)O. The product is [CH2:20]([C:3]1([CH2:1][CH3:2])[C:11]2[C:6](=[CH:7][C:8]([N+:22]([O-:24])=[O:23])=[C:9]([NH:12][C:13](=[O:15])[CH3:14])[CH:10]=2)[N:5]([CH:16]([CH3:17])[CH3:18])[C:4]1=[O:19])[CH3:21].[CH2:20]([C:3]1([CH2:1][CH3:2])[C:11]2[C:6](=[C:7]([N+:22]([O-:25])=[O:23])[CH:8]=[C:9]([NH:12][C:13](=[O:15])[CH3:14])[CH:10]=2)[N:5]([CH:16]([CH3:17])[CH3:18])[C:4]1=[O:19])[CH3:21]. The yield is 0.180. (2) The reactants are [Cl:1][C:2]1[CH:3]=[CH:4][C:5]2[O:9][C:8]([C:10]3[CH:15]=[CH:14][C:13]([O:16]C)=[CH:12][CH:11]=3)=[CH:7][C:6]=2[CH:18]=1.Cl.N1C=CC=CC=1. The catalyst is O. The product is [Cl:1][C:2]1[CH:3]=[CH:4][C:5]2[O:9][C:8]([C:10]3[CH:11]=[CH:12][C:13]([OH:16])=[CH:14][CH:15]=3)=[CH:7][C:6]=2[CH:18]=1. The yield is 0.470. (3) The reactants are S(C)C.[CH3:4][C:5]1[CH:6]=[C:7]2[C:11](=[CH:12][CH:13]=1)[C:10](=[O:14])[CH:9]=[C:8]2[C:15]1[CH:20]=[CH:19][CH:18]=[CH:17][CH:16]=1.CO. The catalyst is C1COCC1. The product is [CH3:4][C:5]1[CH:6]=[C:7]2[C:11](=[CH:12][CH:13]=1)[C@@H:10]([OH:14])[CH:9]=[C:8]2[C:15]1[CH:20]=[CH:19][CH:18]=[CH:17][CH:16]=1. The yield is 0.950. (4) The reactants are [C:1]([C:3]1[CH:8]=[CH:7][C:6]([C:9]([N:11]2[CH2:16][CH2:15][N:14]([CH3:17])[CH2:13][CH2:12]2)=[O:10])=[CH:5][C:4]=1[N+:18]([O-:20])=[O:19])#[CH:2].[ClH:21]. The catalyst is CO. The product is [ClH:21].[C:1]([C:3]1[CH:8]=[CH:7][C:6]([C:9]([N:11]2[CH2:16][CH2:15][N:14]([CH3:17])[CH2:13][CH2:12]2)=[O:10])=[CH:5][C:4]=1[N+:18]([O-:20])=[O:19])#[CH:2]. The yield is 0.541. (5) The reactants are [C:1]1([CH3:10])[CH:6]=[CH:5][CH:4]=[C:3]([C:7]([OH:9])=[O:8])[CH:2]=1.S(Cl)(Cl)=O.[C:15]([O-])(O)=O.[Na+]. The catalyst is CO. The product is [CH3:15][O:8][C:7]([C:3]1[CH:2]=[C:1]([CH3:10])[CH:6]=[CH:5][CH:4]=1)=[O:9]. The yield is 0.930. (6) The reactants are [Br:1][C:2]1[C:10]2[O:9][CH2:8][CH2:7][C:6]=2[CH:5]=[C:4]([CH:11]([C:13]2[CH:18]=[CH:17][C:16]([F:19])=[CH:15][CH:14]=2)O)[CH:3]=1.[SiH](CC)(CC)CC.FC(F)(F)C(O)=O. The catalyst is ClCCl. The product is [Br:1][C:2]1[C:10]2[O:9][CH2:8][CH2:7][C:6]=2[CH:5]=[C:4]([CH2:11][C:13]2[CH:18]=[CH:17][C:16]([F:19])=[CH:15][CH:14]=2)[CH:3]=1. The yield is 0.980. (7) The reactants are [NH2:1][C:2]1[C:3]([CH3:13])=[C:4]([CH:9]=[C:10]([Br:12])[CH:11]=1)[C:5]([O:7][CH3:8])=[O:6].[O:14]1[CH2:19][CH2:18][C:17](=O)[CH2:16][CH2:15]1.C(O)(=O)C.C([BH3-])#N.[Na+]. The catalyst is CO. The product is [Br:12][C:10]1[CH:11]=[C:2]([NH:1][CH:17]2[CH2:18][CH2:19][O:14][CH2:15][CH2:16]2)[C:3]([CH3:13])=[C:4]([CH:9]=1)[C:5]([O:7][CH3:8])=[O:6]. The yield is 0.620. (8) The reactants are [O:1]=[C:2]1[CH2:10][C:9]2[C:4](=[CH:5][CH:6]=[C:7]([C:11]#[N:12])[CH:8]=2)[NH:3]1.CC(C1C=C(C(C)C)C(C2C=CC=CC=2P(C2CCCCC2)C2CCCCC2)=C(C(C)C)C=1)C.C([O-])([O-])=O.[K+].[K+].Cl[C:54]1[CH:63]=[CH:62][C:61]2[CH2:60][N:59]([C:64]([O:66][C:67]([CH3:70])([CH3:69])[CH3:68])=[O:65])[CH2:58][CH2:57][C:56]=2[N:55]=1. The catalyst is C1C=CC(/C=C/C(/C=C/C2C=CC=CC=2)=O)=CC=1.C1C=CC(/C=C/C(/C=C/C2C=CC=CC=2)=O)=CC=1.C1C=CC(/C=C/C(/C=C/C2C=CC=CC=2)=O)=CC=1.[Pd].[Pd]. The product is [C:11]([C:7]1[CH:8]=[C:9]2[C:4](=[CH:5][CH:6]=1)[NH:3][C:2](=[O:1])[CH:10]2[C:54]1[CH:63]=[CH:62][C:61]2[CH2:60][N:59]([C:64]([O:66][C:67]([CH3:70])([CH3:69])[CH3:68])=[O:65])[CH2:58][CH2:57][C:56]=2[N:55]=1)#[N:12]. The yield is 0.590. (9) The reactants are Cl[C:2]1[C:11]([CH:12]=[O:13])=[CH:10][C:9]2[C:4](=[CH:5][C:6]([F:14])=[CH:7][CH:8]=2)[N:3]=1.[C:15]1(B(O)O)[CH:20]=[CH:19][CH:18]=[CH:17][CH:16]=1.C([O-])([O-])=O.[Na+].[Na+].CCOC(C)=O. The catalyst is CC#N.O.C1C=CC([P]([Pd]([P](C2C=CC=CC=2)(C2C=CC=CC=2)C2C=CC=CC=2)([P](C2C=CC=CC=2)(C2C=CC=CC=2)C2C=CC=CC=2)[P](C2C=CC=CC=2)(C2C=CC=CC=2)C2C=CC=CC=2)(C2C=CC=CC=2)C2C=CC=CC=2)=CC=1. The product is [F:14][C:6]1[CH:5]=[C:4]2[C:9]([CH:10]=[C:11]([CH:12]=[O:13])[C:2]([C:15]3[CH:20]=[CH:19][CH:18]=[CH:17][CH:16]=3)=[N:3]2)=[CH:8][CH:7]=1. The yield is 0.580.